From a dataset of Full USPTO retrosynthesis dataset with 1.9M reactions from patents (1976-2016). Predict the reactants needed to synthesize the given product. (1) Given the product [S:1]1[C:5]2[CH:6]=[CH:7][CH:8]=[CH:9][C:4]=2[N:3]=[C:2]1[NH:10][C@H:11]1[CH2:12][C@H:13]([NH:15][C:16]2[C:21]([NH2:22])=[CH:20][CH:19]=[CH:18][N:17]=2)[CH2:14]1, predict the reactants needed to synthesize it. The reactants are: [S:1]1[C:5]2[CH:6]=[CH:7][CH:8]=[CH:9][C:4]=2[N:3]=[C:2]1[NH:10][C@H:11]1[CH2:14][C@H:13]([NH:15][C:16]2[C:21]([N+:22]([O-])=O)=[CH:20][CH:19]=[CH:18][N:17]=2)[CH2:12]1.[Cl-].[NH4+]. (2) Given the product [Cl:24][C:22]1[CH:21]=[CH:20][C:19]2[C:13](=[CH:12][C:4]3[CH:3]=[C:2]([OH:1])[CH:7]=[CH:6][CH:5]=3)[C:14]3[CH:28]=[CH:27][CH:26]=[CH:25][C:15]=3[CH2:16][CH2:17][C:18]=2[CH:23]=1, predict the reactants needed to synthesize it. The reactants are: [OH:1][C:2]1[CH:3]=[C:4](B(O)O)[CH:5]=[CH:6][CH:7]=1.Br[CH:12]=[C:13]1[C:19]2[CH:20]=[CH:21][C:22]([Cl:24])=[CH:23][C:18]=2[CH2:17][CH2:16][C:15]2[CH:25]=[CH:26][CH:27]=[CH:28][C:14]1=2. (3) Given the product [Cl:1][C:2]1[C:3]([F:41])=[C:4]([S:20]([NH:23][C:24]2[CH:29]=[CH:28][N:27]=[CH:26][N:25]=2)(=[O:21])=[O:22])[CH:5]=[CH:6][C:7]=1[O:8][C@H:9]1[CH2:13][CH2:12][CH2:11][C@@H:10]1[C:14]1[N:18]([CH3:19])[N:17]=[CH:16][CH:15]=1, predict the reactants needed to synthesize it. The reactants are: [Cl:1][C:2]1[C:3]([F:41])=[C:4]([S:20]([N:23](CC2C=CC(OC)=CC=2OC)[C:24]2[CH:29]=[CH:28][N:27]=[CH:26][N:25]=2)(=[O:22])=[O:21])[CH:5]=[CH:6][C:7]=1[O:8][C@H:9]1[CH2:13][CH2:12][CH2:11][C@@H:10]1[C:14]1[N:18]([CH3:19])[N:17]=[CH:16][CH:15]=1.C([SiH](CC)CC)C.FC(F)(F)C(O)=O. (4) Given the product [Cl:1][C:2]1[CH:3]=[C:4]([C:8]2[NH:41][C:38]3[C:39]([C:9]=2[CH2:10][CH2:11][CH2:12][N:13]2[CH2:18][CH2:17][CH:16]([C:19]4[CH:20]=[C:21]([NH:25][C:26](=[O:30])[CH:27]([CH3:28])[CH3:29])[CH:22]=[CH:23][CH:24]=4)[CH2:15][CH2:14]2)=[CH:40][C:35]([O:34][CH3:33])=[CH:36][CH:37]=3)[CH:5]=[CH:6][CH:7]=1, predict the reactants needed to synthesize it. The reactants are: [Cl:1][C:2]1[CH:3]=[C:4]([C:8](=O)[CH2:9][CH2:10][CH2:11][CH2:12][N:13]2[CH2:18][CH2:17][CH:16]([C:19]3[CH:20]=[C:21]([NH:25][C:26](=[O:30])[CH:27]([CH3:29])[CH3:28])[CH:22]=[CH:23][CH:24]=3)[CH2:15][CH2:14]2)[CH:5]=[CH:6][CH:7]=1.Cl.[CH3:33][O:34][C:35]1[CH:40]=[CH:39][C:38]([NH:41]N)=[CH:37][CH:36]=1. (5) Given the product [CH2:39]([O:38][C:35]1[CH:34]=[CH:33][C:32]([NH:31][C:24]2[C:25]3[N:26]([CH:28]=[CH:29][N:30]=3)[N:27]=[C:22]([NH:21][CH:17]3[CH2:18][CH2:19][CH2:20][NH:15][CH2:16]3)[CH:23]=2)=[CH:37][CH:36]=1)[CH3:40], predict the reactants needed to synthesize it. The reactants are: OC(C(F)(F)F)=O.C([N:15]1[CH2:20][CH2:19][CH2:18][CH:17]([NH:21][C:22]2[CH:23]=[C:24]([NH:31][C:32]3[CH:37]=[CH:36][C:35]([O:38][CH2:39][CH3:40])=[CH:34][CH:33]=3)[C:25]3[N:26]([CH:28]=[CH:29][N:30]=3)[N:27]=2)[CH2:16]1)C1C=CC=CC=1.C(N1CCCC(N)C1)C1C=CC=CC=1. (6) Given the product [F:19][C:20]([F:29])([F:30])[C:21]1[CH:28]=[CH:27][C:24]([CH2:25][NH:26][C:16]([C:14]2[S:15][C:11]([C:5]3[CH:4]=[C:3]([CH2:1][CH3:2])[C:8](=[O:9])[NH:7][C:6]=3[CH3:10])=[CH:12][CH:13]=2)=[O:18])=[CH:23][CH:22]=1, predict the reactants needed to synthesize it. The reactants are: [CH2:1]([C:3]1[C:8](=[O:9])[NH:7][C:6]([CH3:10])=[C:5]([C:11]2[S:15][C:14]([C:16]([OH:18])=O)=[CH:13][CH:12]=2)[CH:4]=1)[CH3:2].[F:19][C:20]([F:30])([F:29])[C:21]1[CH:28]=[CH:27][C:24]([CH2:25][NH2:26])=[CH:23][CH:22]=1.